From a dataset of Forward reaction prediction with 1.9M reactions from USPTO patents (1976-2016). Predict the product of the given reaction. Given the reactants [CH3:1][S:2]([CH:5]1[CH2:10][CH2:9][N:8](C(OC(C)(C)C)=O)[CH2:7][CH2:6]1)(=O)=O.[ClH:18], predict the reaction product. The product is: [ClH:18].[CH3:1][S:2][CH:5]1[CH2:10][CH2:9][NH:8][CH2:7][CH2:6]1.